This data is from Forward reaction prediction with 1.9M reactions from USPTO patents (1976-2016). The task is: Predict the product of the given reaction. Given the reactants [CH3:1][CH:2]([CH2:6][CH2:7][C:8]1[CH:13]=[CH:12][CH:11]=[CH:10][CH:9]=1)[CH2:3][CH2:4][OH:5].[H][H], predict the reaction product. The product is: [CH:8]1([CH2:7][CH2:6][CH:2]([CH3:1])[CH2:3][CH2:4][OH:5])[CH2:13][CH2:12][CH2:11][CH2:10][CH2:9]1.